This data is from Forward reaction prediction with 1.9M reactions from USPTO patents (1976-2016). The task is: Predict the product of the given reaction. (1) Given the reactants Br[C:2]1[CH:3]=[CH:4][C:5]([N:15]([CH3:23])[CH2:16][C:17]2[CH:18]=[N:19][N:20]([CH3:22])[CH:21]=2)=[C:6](/[CH:8]=[CH:9]/[C:10]([O:12][CH2:13][CH3:14])=[O:11])[CH:7]=1.[CH2:24]([O:28][CH2:29][CH2:30][O:31][C:32]1[CH:37]=[CH:36][C:35](OB(O)O)=[CH:34][CH:33]=1)[CH2:25][CH2:26][CH3:27].C(=O)([O-])[O-].[K+].[K+], predict the reaction product. The product is: [CH2:24]([O:28][CH2:29][CH2:30][O:31][C:32]1[CH:33]=[CH:34][C:35]([C:2]2[CH:3]=[CH:4][C:5]([N:15]([CH3:23])[CH2:16][C:17]3[CH:18]=[N:19][N:20]([CH3:22])[CH:21]=3)=[C:6](/[CH:8]=[CH:9]/[C:10]([O:12][CH2:13][CH3:14])=[O:11])[CH:7]=2)=[CH:36][CH:37]=1)[CH2:25][CH2:26][CH3:27]. (2) Given the reactants [C:1]([C:5]1[CH:10]=[C:9]([Cl:11])[CH:8]=[CH:7][C:6]=1[NH:12]C(=O)C)([CH3:4])([CH3:3])[CH3:2].Cl.[OH-].[Na+], predict the reaction product. The product is: [C:1]([C:5]1[CH:10]=[C:9]([Cl:11])[CH:8]=[CH:7][C:6]=1[NH2:12])([CH3:4])([CH3:2])[CH3:3]. (3) Given the reactants CC1C=CC(S(O[CH2:12][CH:13]2[CH2:17][C:16]3[CH:18]=[CH:19][CH:20]=[C:21]([C:22]4[CH:27]=[CH:26][C:25]([F:28])=[CH:24][C:23]=4[F:29])[C:15]=3[O:14]2)(=O)=O)=CC=1.[N-:30]=[N+:31]=[N-:32].[Na+], predict the reaction product. The product is: [F:29][C:23]1[CH:24]=[C:25]([F:28])[CH:26]=[CH:27][C:22]=1[C:21]1[C:15]2[O:14][CH:13]([CH2:12][N:30]=[N+:31]=[N-:32])[CH2:17][C:16]=2[CH:18]=[CH:19][CH:20]=1. (4) Given the reactants [N:1]([CH2:4][C:5]1[N:6]=[CH:7][N:8]([C:10]2[CH:19]=[CH:18][C:17]([N:20]3[CH:25]=[CH:24][CH:23]=[CH:22][C:21]3=[O:26])=[CH:16][C:11]=2[C:12]([O:14][CH3:15])=[O:13])[CH:9]=1)=[N+]=[N-].O.C1C=CC(P(C2C=CC=CC=2)C2C=CC=CC=2)=CC=1, predict the reaction product. The product is: [NH2:1][CH2:4][C:5]1[N:6]=[CH:7][N:8]([C:10]2[CH:19]=[CH:18][C:17]([N:20]3[CH:25]=[CH:24][CH:23]=[CH:22][C:21]3=[O:26])=[CH:16][C:11]=2[C:12]([O:14][CH3:15])=[O:13])[CH:9]=1. (5) The product is: [CH3:12][S:13]([O:11][C@H:8]1[CH2:9][CH2:10][C@@H:5]([C:2]([F:4])([F:1])[CH3:3])[CH2:6][CH2:7]1)(=[O:15])=[O:14]. Given the reactants [F:1][C:2]([C@@H:5]1[CH2:10][CH2:9][C@H:8]([OH:11])[CH2:7][CH2:6]1)([F:4])[CH3:3].[CH3:12][S:13](O[S:13]([CH3:12])(=[O:15])=[O:14])(=[O:15])=[O:14].C(N(CC)CC)C.O, predict the reaction product. (6) Given the reactants [CH2:1]([O:3][C:4](=[O:20])[NH:5][CH:6]1[CH2:11][CH2:10][CH:9]=[C:8]([C:12]#[C:13][C:14]2[CH:19]=[CH:18][CH:17]=[CH:16][CH:15]=2)[CH2:7]1)[CH3:2].[H-].[Na+].[CH3:23]I, predict the reaction product. The product is: [CH2:1]([O:3][C:4](=[O:20])[N:5]([CH3:23])[CH:6]1[CH2:11][CH2:10][CH:9]=[C:8]([C:12]#[C:13][C:14]2[CH:19]=[CH:18][CH:17]=[CH:16][CH:15]=2)[CH2:7]1)[CH3:2]. (7) The product is: [I:8][CH2:7][CH2:6][CH2:5][CH2:4][CH2:3][CH2:2][O:20][C:18]1[C:17]2[C:12](=[CH:13][CH:14]=[CH:15][CH:16]=2)[C:11](=[O:21])[C:10](=[O:9])[CH:19]=1. Given the reactants I[CH2:2][CH2:3][CH2:4][CH2:5][CH2:6][CH2:7][I:8].[OH:9][C:10]1[C:11](=[O:21])[C:12]2[C:17]([C:18](=[O:20])[CH:19]=1)=[CH:16][CH:15]=[CH:14][CH:13]=2, predict the reaction product. (8) Given the reactants C[C:2]([CH3:5])([O-:4])C.[K+].[F:7][C:8]([F:28])([F:27])[C:9]1[CH:26]=[CH:25][C:12]([C:13]([C:15]2[CH:20]=[CH:19][C:18]([C:21]([F:24])([F:23])[F:22])=[CH:17][CH:16]=2)=O)=[CH:11][CH:10]=1.[Cl-].[NH4+].C1C[O:34][CH2:33][CH2:32]1, predict the reaction product. The product is: [F:7][C:8]([F:28])([F:27])[C:9]1[CH:26]=[CH:25][C:12]([C:13]([C:15]2[CH:20]=[CH:19][C:18]([C:21]([F:24])([F:23])[F:22])=[CH:17][CH:16]=2)=[CH:32][C:33]([O:4][CH2:2][CH3:5])=[O:34])=[CH:11][CH:10]=1. (9) Given the reactants [N+:1]([CH2:4][CH2:5][CH3:6])([O-:3])=[O:2].CO[CH:9]([O:15]C)[CH2:10][CH2:11][CH2:12][CH:13]=O, predict the reaction product. The product is: [N+:1](/[C:4](/[CH2:5][CH3:6])=[CH:13]/[CH2:12][CH2:11][CH2:10][CH:9]=[O:15])([O-:3])=[O:2].